Task: Predict the reaction yield, written as a fraction of the theoretical maximum amount of product (1.0 means a 100% yield; for example, 0.34 means a 34% yield).. Dataset: Reaction yield outcomes from USPTO patents with 853,638 reactions (1) The reactants are [Br:1][C:2]1[CH:10]=[CH:9][C:5]([C:6](O)=[O:7])=[C:4]([CH2:11][CH3:12])[CH:3]=1.B.C1COCC1. The catalyst is C1COCC1. The product is [Br:1][C:2]1[CH:10]=[CH:9][C:5]([CH2:6][OH:7])=[C:4]([CH2:11][CH3:12])[CH:3]=1. The yield is 0.890. (2) The reactants are [CH3:1][S-:2].[Na+].[N+]([C:7]1[CH:19]=[C:18]([C:20]([F:23])([F:22])[F:21])[CH:17]=[CH:16][C:8]=1[C:9]([O:11][CH2:12][CH2:13][CH2:14][CH3:15])=[O:10])([O-])=O. The catalyst is O.[Br-].C([N+](CCCC)(CCCC)CCCC)CCC.C1(C)C=CC=CC=1. The product is [CH3:1][S:2][C:7]1[CH:19]=[C:18]([C:20]([F:23])([F:22])[F:21])[CH:17]=[CH:16][C:8]=1[C:9]([O:11][CH2:12][CH2:13][CH2:14][CH3:15])=[O:10]. The yield is 0.980. (3) The reactants are [C:1]([N:6]1[C:11](=[O:12])[CH:10]2[CH2:13][CH:7]1[CH:8]=[CH:9]2)(=[O:5])[CH:2]([CH3:4])[CH3:3].[BH4-].[Na+].Cl.[OH-].[Na+]. The catalyst is O.CC(O)CC. The product is [C:1]([NH:6][CH:7]1[CH2:13][CH:10]([CH2:11][OH:12])[CH:9]=[CH:8]1)(=[O:5])[CH:2]([CH3:4])[CH3:3]. The yield is 0.736.